From a dataset of Full USPTO retrosynthesis dataset with 1.9M reactions from patents (1976-2016). Predict the reactants needed to synthesize the given product. Given the product [CH3:11][S:8]([O:20][C@@H:16]1[CH2:17][CH2:18][CH2:19][C@H:14]([C:21]([O:23][CH3:1])=[O:22])[CH2:15]1)(=[O:10])=[O:9], predict the reactants needed to synthesize it. The reactants are: [CH2:1](N(CC)CC)C.[S:8](Cl)([CH3:11])(=[O:10])=[O:9].C[C@:14]1([C:21]([OH:23])=[O:22])[CH2:19][CH2:18][CH2:17][C@@H:16]([OH:20])[CH2:15]1.